This data is from Full USPTO retrosynthesis dataset with 1.9M reactions from patents (1976-2016). The task is: Predict the reactants needed to synthesize the given product. (1) Given the product [Cl:24][C:25]1[CH:46]=[CH:45][C:28]([CH2:29][N:30]2[CH2:34][CH2:33][N:32]([C:35]3[S:36][C:37]([C:41]([NH2:7])=[O:42])=[C:38]([CH3:40])[N:39]=3)[C:31]2=[O:44])=[CH:27][CH:26]=1, predict the reactants needed to synthesize it. The reactants are: FC1C=CC(C[N:7]2C(=O)N(C3SC(C(O)=O)=C(C)N=3)C=N2)=CC=1.[Cl:24][C:25]1[CH:46]=[CH:45][C:28]([CH2:29][N:30]2[CH2:34][CH2:33][N:32]([C:35]3[S:36][C:37]([C:41](O)=[O:42])=[C:38]([CH3:40])[N:39]=3)[C:31]2=[O:44])=[CH:27][CH:26]=1. (2) The reactants are: [C:1]([N:4]1[C:13]2[C:8](=[CH:9][C:10](Br)=[CH:11][CH:12]=2)[C@H:7]([NH:15]C(=O)OCC2C=CC=CC=2)[C@@H:6]([CH3:26])[C@@H:5]1[CH3:27])(=[O:3])[CH3:2].Cl.[C@@H:29]12[O:36][C@@H:33]([CH2:34][CH2:35]1)[CH2:32][NH:31][CH2:30]2.CC(C)([O-])C.[Na+].CN(C1C(C2C(P(C3CCCCC3)C3CCCCC3)=CC=CC=2)=CC=CC=1)C. Given the product [NH2:15][C@H:7]1[C:8]2[C:13](=[CH:12][CH:11]=[C:10]([N:31]3[CH2:30][CH:29]4[O:36][CH:33]([CH2:34][CH2:35]4)[CH2:32]3)[CH:9]=2)[N:4]([C:1](=[O:3])[CH3:2])[C@@H:5]([CH3:27])[C@@H:6]1[CH3:26], predict the reactants needed to synthesize it. (3) Given the product [CH2:15]([O:14][C:12](=[O:13])[CH:11]([CH2:10][CH2:9][CH2:8][O:53][C:48]1[CH:47]=[CH:46][C:45]2[C:50](=[CH:51][CH:52]=[C:43]([C:33]3[N:32]=[C:31]([O:30][CH2:29][C:24]4[CH:25]=[CH:26][CH:27]=[CH:28][C:23]=4[F:22])[CH:36]=[C:35]([C:37]4[CH:38]=[CH:39][CH:40]=[CH:41][CH:42]=4)[N:34]=3)[CH:44]=2)[CH:49]=1)[C:17]([O:19][CH2:20][CH3:21])=[O:18])[CH3:16], predict the reactants needed to synthesize it. The reactants are: C(=O)([O-])[O-].[K+].[K+].Cl[CH2:8][CH2:9][CH2:10][CH:11]([C:17]([O:19][CH2:20][CH3:21])=[O:18])[C:12]([O:14][CH2:15][CH3:16])=[O:13].[F:22][C:23]1[CH:28]=[CH:27][CH:26]=[CH:25][C:24]=1[CH2:29][O:30][C:31]1[CH:36]=[C:35]([C:37]2[CH:42]=[CH:41][CH:40]=[CH:39][CH:38]=2)[N:34]=[C:33]([C:43]2[CH:44]=[C:45]3[C:50](=[CH:51][CH:52]=2)[CH:49]=[C:48]([OH:53])[CH:47]=[CH:46]3)[N:32]=1.